From a dataset of Full USPTO retrosynthesis dataset with 1.9M reactions from patents (1976-2016). Predict the reactants needed to synthesize the given product. (1) Given the product [Br:25][C:26]1[CH:27]=[C:28]([CH:31]=[CH:32][CH:33]=1)[CH2:29][N:14]1[C:15]2[CH2:16][CH2:17][NH:8][CH2:9][CH2:10][C:11]=2[C:12]([C:18]2[CH:19]=[CH:20][C:21]([Cl:24])=[CH:22][CH:23]=2)=[N:13]1, predict the reactants needed to synthesize it. The reactants are: C(OC([N:8]1[CH2:17][CH2:16][C:15]2[NH:14][N:13]=[C:12]([C:18]3[CH:23]=[CH:22][C:21]([Cl:24])=[CH:20][CH:19]=3)[C:11]=2[CH2:10][CH2:9]1)=O)(C)(C)C.[Br:25][C:26]1[CH:27]=[C:28]([CH:31]=[CH:32][CH:33]=1)[CH2:29]Cl. (2) Given the product [NH:16]1[CH2:17][C:14](=[C:9]([C:4]2[CH:5]=[C:6]([F:8])[CH:7]=[C:2]([F:1])[CH:3]=2)[C:10]([O:12][CH3:13])=[O:11])[CH2:15]1, predict the reactants needed to synthesize it. The reactants are: [F:1][C:2]1[CH:3]=[C:4]([C:9](=[C:14]2[CH2:17][N:16](C(C3C=CC=CC=3)C3C=CC=CC=3)[CH2:15]2)[C:10]([O:12][CH3:13])=[O:11])[CH:5]=[C:6]([F:8])[CH:7]=1.ClC(OC(Cl)C)=O. (3) Given the product [S:13]1[C:8]2[CH:9]=[CH:10][CH:11]=[CH:12][C:7]=2[S:14][CH:3]1[CH2:2][C:1]([OH:5])=[O:4], predict the reactants needed to synthesize it. The reactants are: [C:1]([O:5]C)(=[O:4])[C:2]#[CH:3].[C:7]1([SH:14])[C:8]([SH:13])=[CH:9][CH:10]=[CH:11][CH:12]=1. (4) Given the product [NH2:13][C:11]1[CH:12]=[C:7]([C@@H:4]2[CH2:5][NH:6][C:2](=[O:1])[CH2:3]2)[C:8]([N+:21]([O-:23])=[O:22])=[CH:9][C:10]=1[Cl:20], predict the reactants needed to synthesize it. The reactants are: [O:1]=[C:2]1[NH:6][CH2:5][C@@H:4]([C:7]2[C:8]([N+:21]([O-:23])=[O:22])=[CH:9][C:10]([Cl:20])=[C:11]([NH:13]C(=O)C(F)(F)F)[CH:12]=2)[CH2:3]1.[OH-].[Na+].